This data is from Merck oncology drug combination screen with 23,052 pairs across 39 cell lines. The task is: Regression. Given two drug SMILES strings and cell line genomic features, predict the synergy score measuring deviation from expected non-interaction effect. (1) Drug 1: O=C(O)C1(Cc2cccc(Nc3nccs3)n2)CCC(Oc2cccc(Cl)c2F)CC1. Drug 2: CC(C)CC(NC(=O)C(Cc1ccccc1)NC(=O)c1cnccn1)B(O)O. Cell line: NCIH1650. Synergy scores: synergy=-16.5. (2) Drug 1: Nc1ccn(C2OC(CO)C(O)C2(F)F)c(=O)n1. Drug 2: Cc1nc(Nc2ncc(C(=O)Nc3c(C)cccc3Cl)s2)cc(N2CCN(CCO)CC2)n1. Cell line: MDAMB436. Synergy scores: synergy=22.1. (3) Drug 1: CC1CC2C3CCC4=CC(=O)C=CC4(C)C3(F)C(O)CC2(C)C1(O)C(=O)CO. Drug 2: CCN(CC)CCNC(=O)c1c(C)[nH]c(C=C2C(=O)Nc3ccc(F)cc32)c1C. Cell line: EFM192B. Synergy scores: synergy=1.05. (4) Drug 1: NC(=O)c1cccc2cn(-c3ccc(C4CCCNC4)cc3)nc12. Drug 2: CCc1c2c(nc3ccc(O)cc13)-c1cc3c(c(=O)n1C2)COC(=O)C3(O)CC. Cell line: PA1. Synergy scores: synergy=30.8.